This data is from Reaction yield outcomes from USPTO patents with 853,638 reactions. The task is: Predict the reaction yield, written as a fraction of the theoretical maximum amount of product (1.0 means a 100% yield; for example, 0.34 means a 34% yield). (1) The reactants are ClCCl.C([O-])(=O)C.[K+].[B:18]1([B:18]2[O:22][C:21]([CH3:24])([CH3:23])[C:20]([CH3:26])([CH3:25])[O:19]2)[O:22][C:21]([CH3:24])([CH3:23])[C:20]([CH3:26])([CH3:25])[O:19]1.Br[C:28]1[CH:29]=[C:30]([C:37]([F:40])([F:39])[F:38])[C:31]([O:34][CH2:35][CH3:36])=[N:32][CH:33]=1. The catalyst is CS(C)=O.C1C=CC(P(C2C=CC=CC=2)[C-]2C=CC=C2)=CC=1.C1C=CC(P(C2C=CC=CC=2)[C-]2C=CC=C2)=CC=1.Cl[Pd]Cl.[Fe+2]. The product is [CH2:35]([O:34][C:31]1[C:30]([C:37]([F:40])([F:38])[F:39])=[CH:29][C:28]([B:18]2[O:19][C:20]([CH3:25])([CH3:26])[C:21]([CH3:23])([CH3:24])[O:22]2)=[CH:33][N:32]=1)[CH3:36]. The yield is 0.970. (2) The reactants are [Cl:1][C:2]1[N:3]=[C:4](Cl)[C:5]2[N:11]=[C:10]([Cl:12])[CH:9]=[CH:8][C:6]=2[N:7]=1.[CH:14]([N:17](C(C)C)[CH2:18][CH3:19])(C)[CH3:15].ClCCl.[OH2:26]. No catalyst specified. The product is [Cl:1][C:2]1[N:3]=[C:4]([N:17]2[CH2:18][CH2:19][O:26][CH2:15][CH2:14]2)[C:5]2[N:11]=[C:10]([Cl:12])[CH:9]=[CH:8][C:6]=2[N:7]=1. The yield is 0.660. (3) The reactants are CO.[CH3:3][NH2:4].[BH4-].[Na+].[Br:7][C:8]1[N:12]([S:13]([C:16]2[CH:21]=[CH:20][CH:19]=[CH:18][CH:17]=2)(=[O:15])=[O:14])[CH:11]=[C:10]([CH:22]=O)[C:9]=1[CH:24]([CH3:26])[CH3:25]. No catalyst specified. The product is [Br:7][C:8]1[N:12]([S:13]([C:16]2[CH:21]=[CH:20][CH:19]=[CH:18][CH:17]=2)(=[O:15])=[O:14])[CH:11]=[C:10]([CH2:22][NH:4][CH3:3])[C:9]=1[CH:24]([CH3:26])[CH3:25]. The yield is 0.110. (4) The reactants are [Cl-].[C:2]([C:4]1[C:16]([N+:17]([O-:19])=[O:18])=[CH:15][CH:14]=[CH:13][C:5]=1[O:6][CH2:7][C@H:8]1[CH2:12][CH2:11][CH2:10][NH2+:9]1)#[N:3].[C:20](Cl)(=[O:24])[CH:21]([CH3:23])[CH3:22]. No catalyst specified. The product is [C:20]([N:9]1[CH2:10][CH2:11][CH2:12][C@@H:8]1[CH2:7][O:6][C:5]1[CH:13]=[CH:14][CH:15]=[C:16]([N+:17]([O-:19])=[O:18])[C:4]=1[C:2]#[N:3])(=[O:24])[CH:21]([CH3:23])[CH3:22]. The yield is 1.00. (5) The reactants are [OH:1][CH2:2][C:3]1[CH:8]=[CH:7][C:6]([B:9]2[O:17][C:14]([CH3:16])([CH3:15])[C:11]([CH3:13])([CH3:12])[O:10]2)=[CH:5][CH:4]=1.C(N(CC)CC)C.Cl[C:26]([O:28][C:29]1[CH:34]=[CH:33][C:32]([N+:35]([O-:37])=[O:36])=[CH:31][CH:30]=1)=[O:27]. The catalyst is C1COCC1.C(OCC)(=O)C. The product is [C:26](=[O:27])([O:1][CH2:2][C:3]1[CH:4]=[CH:5][C:6]([B:9]2[O:17][C:14]([CH3:16])([CH3:15])[C:11]([CH3:13])([CH3:12])[O:10]2)=[CH:7][CH:8]=1)[O:28][C:29]1[CH:30]=[CH:31][C:32]([N+:35]([O-:37])=[O:36])=[CH:33][CH:34]=1. The yield is 0.600. (6) The reactants are CC(OI1(OC(C)=O)(OC(C)=O)OC(=O)C2C=CC=CC1=2)=O.[O:23]1[CH:27]=[N:26][N:25]=[C:24]1[CH:28]([OH:46])[CH2:29][CH2:30][CH2:31][CH2:32][CH2:33][CH2:34][CH2:35][CH:36]=[CH:37][CH2:38][CH2:39][CH2:40][CH2:41][CH2:42][CH2:43][CH2:44][CH3:45].[O-]S([O-])(=S)=O.[Na+].[Na+].CO.C(Cl)Cl. The catalyst is C(Cl)Cl.CCOCC.C([O-])(O)=O.[Na+]. The product is [O:23]1[CH:27]=[N:26][N:25]=[C:24]1[C:28](=[O:46])[CH2:29][CH2:30][CH2:31][CH2:32][CH2:33][CH2:34][CH2:35][CH:36]=[CH:37][CH2:38][CH2:39][CH2:40][CH2:41][CH2:42][CH2:43][CH2:44][CH3:45]. The yield is 0.750.